Dataset: Reaction yield outcomes from USPTO patents with 853,638 reactions. Task: Predict the reaction yield, written as a fraction of the theoretical maximum amount of product (1.0 means a 100% yield; for example, 0.34 means a 34% yield). (1) The reactants are [CH2:1]([N:8]1[C:14](=[O:15])[C:13]2[CH:16]=[CH:17][N+:18]([O-])=[CH:19][C:12]=2[O:11][CH2:10][CH2:9]1)[C:2]1[CH:7]=[CH:6][CH:5]=[CH:4][CH:3]=1.O.P(Cl)(Cl)([Cl:24])=O. No catalyst specified. The product is [CH2:1]([N:8]1[C:14](=[O:15])[C:13]2[CH:16]=[CH:17][N:18]=[C:19]([Cl:24])[C:12]=2[O:11][CH2:10][CH2:9]1)[C:2]1[CH:7]=[CH:6][CH:5]=[CH:4][CH:3]=1. The yield is 0.940. (2) The reactants are [CH3:1][O:2][C:3]1[CH:8]=[CH:7][C:6]([N+:9]([O-])=O)=[CH:5][C:4]=1[NH:12][C:13]([NH:15][C:16]1[CH:21]=[N:20][CH:19]=[CH:18][N:17]=1)=[O:14]. The catalyst is CN(C)C=O.[Pd]. The product is [NH2:9][C:6]1[CH:7]=[CH:8][C:3]([O:2][CH3:1])=[C:4]([NH:12][C:13]([NH:15][C:16]2[CH:21]=[N:20][CH:19]=[CH:18][N:17]=2)=[O:14])[CH:5]=1. The yield is 0.130.